From a dataset of Reaction yield outcomes from USPTO patents with 853,638 reactions. Predict the reaction yield, written as a fraction of the theoretical maximum amount of product (1.0 means a 100% yield; for example, 0.34 means a 34% yield). (1) The reactants are Br[C:2]1[C:7]2[S:8][C:9]([C:11]3[C:16]([Cl:17])=[CH:15][CH:14]=[CH:13][C:12]=3[Cl:18])=[N:10][C:6]=2[CH:5]=[CH:4][N:3]=1.[CH3:19][C:20]1[N:25]=[C:24]([N:26]2[CH2:31][CH2:30][O:29][CH2:28][CH2:27]2)[N:23]=[C:22]([NH2:32])[CH:21]=1.CC1(C)C2C(=C(P(C3C=CC=CC=3)C3C=CC=CC=3)C=CC=2)OC2C(P(C3C=CC=CC=3)C3C=CC=CC=3)=CC=CC1=2.C([O-])([O-])=O.[Cs+].[Cs+]. The catalyst is O1CCOCC1.C1C=CC(/C=C/C(/C=C/C2C=CC=CC=2)=O)=CC=1.C1C=CC(/C=C/C(/C=C/C2C=CC=CC=2)=O)=CC=1.C1C=CC(/C=C/C(/C=C/C2C=CC=CC=2)=O)=CC=1.[Pd].[Pd]. The product is [Cl:18][C:12]1[CH:13]=[CH:14][CH:15]=[C:16]([Cl:17])[C:11]=1[C:9]1[S:8][C:7]2[C:2]([NH:32][C:22]3[CH:21]=[C:20]([CH3:19])[N:25]=[C:24]([N:26]4[CH2:27][CH2:28][O:29][CH2:30][CH2:31]4)[N:23]=3)=[N:3][CH:4]=[CH:5][C:6]=2[N:10]=1. The yield is 0.310. (2) The reactants are [C:1]([O:5][C:6]([NH:8][C@@H:9]([CH2:15][C:16]1[CH:21]=[CH:20][CH:19]=[CH:18][CH:17]=1)[C@H:10]([OH:14])[C:11]([OH:13])=O)=[O:7])([CH3:4])([CH3:3])[CH3:2].O[N:23]1[C:27]2C=CC=C[C:26]=2N=N1.Cl.C(N=C=NCCCN(C)C)C.C(N)C. The catalyst is CN(C=O)C.CCOC(C)=O. The product is [CH3:4][C:1]([O:5][C:6](=[O:7])[NH:8][C@@H:9]([CH2:15][C:16]1[CH:21]=[CH:20][CH:19]=[CH:18][CH:17]=1)[CH:10]([OH:14])[C:11]([NH:23][CH2:27][CH3:26])=[O:13])([CH3:2])[CH3:3]. The yield is 0.840. (3) The reactants are [CH2:1]([NH2:8])[C:2]1[CH:7]=[CH:6][CH:5]=[CH:4][CH:3]=1.C(N(CC)CC)C.Cl[S:17]([C:20]1[CH:29]=[CH:28][CH:27]=[CH:26][C:21]=1[C:22]([O:24][CH3:25])=[O:23])(=[O:19])=[O:18]. The catalyst is C(Cl)Cl. The product is [CH2:1]([NH:8][S:17]([C:20]1[CH:29]=[CH:28][CH:27]=[CH:26][C:21]=1[C:22]([O:24][CH3:25])=[O:23])(=[O:19])=[O:18])[C:2]1[CH:7]=[CH:6][CH:5]=[CH:4][CH:3]=1. The yield is 0.130. (4) The reactants are [CH2:1]([O:8][C:9](=[O:27])[NH:10][CH2:11][CH2:12][CH2:13][CH2:14][C:15]1[CH:20]=[CH:19][C:18]([O:21][CH2:22][CH2:23][CH2:24][C:25]#[N:26])=[CH:17][CH:16]=1)[C:2]1[CH:7]=[CH:6][CH:5]=[CH:4][CH:3]=1.[N-:28]=[N+:29]=[N-:30].[Na+].[Cl-].[NH4+]. The catalyst is CN(C=O)C. The product is [CH2:1]([O:8][C:9](=[O:27])[NH:10][CH2:11][CH2:12][CH2:13][CH2:14][C:15]1[CH:20]=[CH:19][C:18]([O:21][CH2:22][CH2:23][CH2:24][C:25]2[NH:30][N:29]=[N:28][N:26]=2)=[CH:17][CH:16]=1)[C:2]1[CH:7]=[CH:6][CH:5]=[CH:4][CH:3]=1. The yield is 0.760. (5) The reactants are [CH3:1][C:2]1[NH:3][C:4]([CH2:8][NH:9][CH:10]2[CH2:15][CH2:14][N:13]([C:16]([O:18][C:19]([CH3:22])([CH3:21])[CH3:20])=[O:17])[CH2:12][CH2:11]2)=[C:5]([CH3:7])[N:6]=1.C1CCN2C(=NCCC2)CC1.[C:34](=O)([O-])[O-:35].[K+].[K+]. The catalyst is ClCCl. The product is [CH3:1][C:2]1[N:3]2[C:34](=[O:35])[N:9]([CH:10]3[CH2:15][CH2:14][N:13]([C:16]([O:18][C:19]([CH3:22])([CH3:21])[CH3:20])=[O:17])[CH2:12][CH2:11]3)[CH2:8][C:4]2=[C:5]([CH3:7])[N:6]=1. The yield is 0.970. (6) The yield is 0.540. The product is [CH3:1][O:2][C:3]([C:5]1[S:6][C:7]([C:27]2[CH:28]=[CH:29][CH:30]=[CH:31][CH:32]=2)=[CH:8][C:9]=1[N:10]([C:11]([CH:13]1[CH2:18][CH2:17][CH:16]([CH3:19])[CH2:15][CH2:14]1)=[O:12])[CH:20]1[CH2:25][CH2:24][CH:23]([O:26][C:40](=[O:41])[C:39]2[CH:38]=[CH:37][C:36]([N+:33]([O-:35])=[O:34])=[CH:44][CH:43]=2)[CH2:22][CH2:21]1)=[O:4]. The catalyst is C1C=CC=CC=1. The reactants are [CH3:1][O:2][C:3]([C:5]1[S:6][C:7]([C:27]2[CH:32]=[CH:31][CH:30]=[CH:29][CH:28]=2)=[CH:8][C:9]=1[N:10]([CH:20]1[CH2:25][CH2:24][CH:23]([OH:26])[CH2:22][CH2:21]1)[C:11]([CH:13]1[CH2:18][CH2:17][CH:16]([CH3:19])[CH2:15][CH2:14]1)=[O:12])=[O:4].[N+:33]([C:36]1[CH:44]=[CH:43][C:39]([C:40](O)=[O:41])=[CH:38][CH:37]=1)([O-:35])=[O:34].C1(P(C2C=CC=CC=2)C2C=CC=CC=2)C=CC=CC=1.N(C(OCC)=O)=NC(OCC)=O. (7) The reactants are [CH3:1][C:2]1[CH:7]=[CH:6][N:5]=[CH:4][C:3]=1[N:8]1[CH2:12][CH2:11][NH:10][C:9]1=[O:13].Br[C:15]1[S:16][CH:17]=[CH:18][N:19]=1.N[C@@H]1CCCC[C@H]1N.C(=O)([O-])[O-].[K+].[K+]. The catalyst is [Cu](I)I.O1CCOCC1. The product is [CH3:1][C:2]1[CH:7]=[CH:6][N:5]=[CH:4][C:3]=1[N:8]1[CH2:12][CH2:11][N:10]([C:15]2[S:16][CH:17]=[CH:18][N:19]=2)[C:9]1=[O:13]. The yield is 0.568. (8) The reactants are FC(F)(F)C(O)=O.C(OC(=O)[NH:14][C:15]1[CH:16]=[N:17][C:18]([Cl:23])=[C:19]([Br:22])[C:20]=1[I:21])(C)(C)C. The catalyst is C(Cl)Cl. The product is [Br:22][C:19]1[C:20]([I:21])=[C:15]([NH2:14])[CH:16]=[N:17][C:18]=1[Cl:23]. The yield is 0.780.